From a dataset of Catalyst prediction with 721,799 reactions and 888 catalyst types from USPTO. Predict which catalyst facilitates the given reaction. (1) Reactant: CC1(C)C[CH:10]([NH2:12])[C:9]2[C:4](=[CH:5][CH:6]=[CH:7]C=2)[O:3]1.[CH:14]1([O:19][C:20]2[C:25]([O:26][CH3:27])=[CH:24][CH:23]=[CH:22][C:21]=2[CH2:28][C:29]([OH:31])=O)[CH2:18][CH2:17][CH2:16][CH2:15]1.CCN=C=NCCCN(C)C.[ClH:43].[CH:44]1[CH:45]=[CH:46][C:47]2N(O)N=N[C:48]=2[CH:49]=1.C(N(CC)CC)C. Product: [Cl:43][C:44]1[CH:49]=[C:48]2[C:47](=[CH:46][CH:45]=1)[O:3][C:4]1([CH2:5][CH2:6][CH2:7]1)[CH2:9][CH:10]2[NH:12][C:29](=[O:31])[CH2:28][C:21]1[CH:22]=[CH:23][CH:24]=[C:25]([O:26][CH3:27])[C:20]=1[O:19][CH:14]1[CH2:15][CH2:16][CH2:17][CH2:18]1. The catalyst class is: 4. (2) Reactant: [CH3:1][O:2][C:3](=[O:12])[C@H:4]([C:6]1[CH:11]=[CH:10][CH:9]=[CH:8][CH:7]=1)[NH2:5].[OH:13][CH:14]1[CH2:19][CH2:18][C:17](=O)[CH2:16][CH2:15]1.C(O[BH-](OC(=O)C)OC(=O)C)(=O)C.[Na+].O. Product: [OH:13][CH:14]1[CH2:19][CH2:18][CH:17]([NH:5][C@@H:4]([C:6]2[CH:11]=[CH:10][CH:9]=[CH:8][CH:7]=2)[C:3]([O:2][CH3:1])=[O:12])[CH2:16][CH2:15]1. The catalyst class is: 26. (3) Reactant: [C:1]([O:5][C:6](=[O:40])[N:7]([C@@H:19]1[C@@H:24]([OH:25])[C@H:23]([CH2:26][C:27]2[CH:32]=[CH:31][C:30]([NH2:33])=[C:29]([O:34][CH2:35][CH2:36][CH3:37])[CH:28]=2)[CH2:22][S:21](=[O:39])(=[O:38])[CH2:20]1)[CH2:8][C:9]1[CH:14]=[CH:13][CH:12]=[C:11]([C:15]([CH3:18])([CH3:17])[CH3:16])[CH:10]=1)([CH3:4])([CH3:3])[CH3:2].[Cl:41]N1C(=O)CCC1=O.C([O-])(O)=O.[Na+]. Product: [C:1]([O:5][C:6](=[O:40])[N:7]([C@@H:19]1[C@@H:24]([OH:25])[C@H:23]([CH2:26][C:27]2[CH:28]=[C:29]([O:34][CH2:35][CH2:36][CH3:37])[C:30]([NH2:33])=[C:31]([Cl:41])[CH:32]=2)[CH2:22][S:21](=[O:38])(=[O:39])[CH2:20]1)[CH2:8][C:9]1[CH:14]=[CH:13][CH:12]=[C:11]([C:15]([CH3:16])([CH3:18])[CH3:17])[CH:10]=1)([CH3:2])([CH3:3])[CH3:4]. The catalyst class is: 10. (4) Reactant: [F:1][C:2]1[CH:7]=[C:6]([O:8][CH2:9][CH2:10][CH2:11][N:12]2[CH2:17][CH2:16][CH2:15][CH2:14][CH2:13]2)[CH:5]=[CH:4][C:3]=1[N:18]1[CH2:23][CH2:22][NH:21][CH2:20][CH2:19]1.CCN(CC1C=CC=CC=1)CC.C=CC1C=CC=CC=1.C=CC1C=CC(C=C)=CC=1.[N:54]1([C:60](Cl)=[O:61])[CH2:59][CH2:58][O:57][CH2:56][CH2:55]1. Product: [F:1][C:2]1[CH:7]=[C:6]([O:8][CH2:9][CH2:10][CH2:11][N:12]2[CH2:13][CH2:14][CH2:15][CH2:16][CH2:17]2)[CH:5]=[CH:4][C:3]=1[N:18]1[CH2:19][CH2:20][N:21]([C:60]([N:54]2[CH2:59][CH2:58][O:57][CH2:56][CH2:55]2)=[O:61])[CH2:22][CH2:23]1. The catalyst class is: 98. (5) Reactant: C[O:2][C:3](=[O:30])[C:4]1[CH:9]=[CH:8][C:7]([C:10]2[N:15]=[C:14]3[N:16]([CH2:19][C:20]4[C:25]([F:26])=[CH:24][CH:23]=[C:22]([F:27])[C:21]=4[Cl:28])[N:17]=[N:18][C:13]3=[CH:12][CH:11]=2)=[CH:6][C:5]=1[F:29].[OH-].[Na+].Cl. Product: [Cl:28][C:21]1[C:22]([F:27])=[CH:23][CH:24]=[C:25]([F:26])[C:20]=1[CH2:19][N:16]1[C:14]2=[N:15][C:10]([C:7]3[CH:8]=[CH:9][C:4]([C:3]([OH:30])=[O:2])=[C:5]([F:29])[CH:6]=3)=[CH:11][CH:12]=[C:13]2[N:18]=[N:17]1. The catalyst class is: 200. (6) Reactant: [C:1]([C:5]1[CH:6]=[C:7]([N:15]2[CH:19]=[C:18]([CH3:20])[C:17]([C:21]([O:23][CH3:24])=[O:22])=[CH:16]2)[CH:8]=[C:9]([C:11]2([CH3:14])[CH2:13][CH2:12]2)[CH:10]=1)([CH3:4])([CH3:3])[CH3:2].C1C(=O)N([Br:32])C(=O)C1.N1C=CC=CC=1. Product: [Br:32][C:19]1[N:15]([C:7]2[CH:8]=[C:9]([C:11]3([CH3:14])[CH2:13][CH2:12]3)[CH:10]=[C:5]([C:1]([CH3:2])([CH3:3])[CH3:4])[CH:6]=2)[CH:16]=[C:17]([C:21]([O:23][CH3:24])=[O:22])[C:18]=1[CH3:20]. The catalyst class is: 1. (7) Reactant: C[O:2][C:3](=[O:15])[C:4]1[CH:9]=[C:8]([N+:10]([O-:12])=[O:11])[CH:7]=[C:6]([CH3:13])[C:5]=1[Br:14].[OH-].[Na+]. Product: [Br:14][C:5]1[C:6]([CH3:13])=[CH:7][C:8]([N+:10]([O-:12])=[O:11])=[CH:9][C:4]=1[C:3]([OH:15])=[O:2]. The catalyst class is: 8. (8) Reactant: [F:1][CH:2]([F:28])[C:3]1[N:7]([C:8]2[CH:13]=[C:12]([N:14]3[CH2:19][CH2:18][O:17][CH2:16][CH2:15]3)[N:11]=[C:10](S(C)(=O)=O)[N:9]=2)[C:6]2[CH:24]=[CH:25][CH:26]=[CH:27][C:5]=2[N:4]=1.[C@H:29]1([NH2:36])[CH2:34][CH2:33][C@H:32]([NH2:35])[CH2:31][CH2:30]1.C(=O)([O-])[O-].[K+].[K+].O. Product: [F:1][CH:2]([F:28])[C:3]1[N:7]([C:8]2[CH:13]=[C:12]([N:14]3[CH2:19][CH2:18][O:17][CH2:16][CH2:15]3)[N:11]=[C:10]([NH:35][C@H:32]3[CH2:33][CH2:34][C@H:29]([NH2:36])[CH2:30][CH2:31]3)[N:9]=2)[C:6]2[CH:24]=[CH:25][CH:26]=[CH:27][C:5]=2[N:4]=1. The catalyst class is: 80. (9) Reactant: [O:1]1[CH2:5][CH2:4][CH:3]([CH2:6][NH2:7])[CH2:2]1.[Cl-].[Na+].[CH3:10][NH:11][C:12](=[N:15][N+:16]([O-:18])=[O:17])OC.Cl. The catalyst class is: 192. Product: [CH3:10][NH:11][C:12]([NH:7][CH2:6][CH:3]1[CH2:4][CH2:5][O:1][CH2:2]1)=[N:15][N+:16]([O-:18])=[O:17]. (10) Reactant: C(=O)([O-])[O-].[Ca+2].[C:6](Cl)(Cl)=[S:7].[Cl:10][C:11]1[CH:12]=[C:13]([CH:15]=[CH:16][C:17]=1[S:18]([C:21]([F:24])([F:23])[F:22])(=[O:20])=[O:19])[NH2:14].Cl. Product: [Cl:10][C:11]1[CH:12]=[C:13]([N:14]=[C:6]=[S:7])[CH:15]=[CH:16][C:17]=1[S:18]([C:21]([F:24])([F:22])[F:23])(=[O:19])=[O:20]. The catalyst class is: 46.